Task: Predict the reactants needed to synthesize the given product.. Dataset: Full USPTO retrosynthesis dataset with 1.9M reactions from patents (1976-2016) (1) Given the product [CH2:1]([NH:17][CH2:18][CH2:19][CH2:20][CH2:21][N:22]1[C:34]2[C:33]3[CH:32]=[CH:31][CH:30]=[CH:29][C:28]=3[N:27]=[C:26]([NH2:35])[C:25]=2[N:24]=[C:23]1[CH2:36][O:37][CH2:38][CH3:39])[C:2]1[CH:7]=[CH:6][CH:5]=[CH:4][CH:3]=1, predict the reactants needed to synthesize it. The reactants are: [CH:1](=O)[C:2]1[CH:7]=[CH:6][CH:5]=[CH:4][CH:3]=1.N1C=CC=C(C=O)C=1.[NH2:17][CH2:18][CH2:19][CH2:20][CH2:21][N:22]1[C:34]2[C:33]3[CH:32]=[CH:31][CH:30]=[CH:29][C:28]=3[N:27]=[C:26]([NH2:35])[C:25]=2[N:24]=[C:23]1[CH2:36][O:37][CH2:38][CH3:39].NCCCCN1C2C3C=CC=CC=3N=C(N)C=2N=C1COC.FC(F)(F)C([O-])=O. (2) Given the product [CH3:19][C:14]1([CH3:20])[C:15]([CH3:18])([CH3:17])[O:16][B:12]([C:2]2[C:3]([C:8]([F:11])([F:10])[F:9])=[N:4][CH:5]=[CH:6][CH:7]=2)[O:13]1, predict the reactants needed to synthesize it. The reactants are: Br[C:2]1[C:3]([C:8]([F:11])([F:10])[F:9])=[N:4][CH:5]=[CH:6][CH:7]=1.[B:12]1([B:12]2[O:16][C:15]([CH3:18])([CH3:17])[C:14]([CH3:20])([CH3:19])[O:13]2)[O:16][C:15]([CH3:18])([CH3:17])[C:14]([CH3:20])([CH3:19])[O:13]1.C([O-])(=O)C.[K+]. (3) Given the product [O:1]=[C:2]1[NH:6][C:5](=[O:7])[CH:4]([CH2:8][C:9]2[CH:10]=[CH:11][C:12]([C:15]3[CH:16]=[C:17]([CH2:20][N:21]([CH3:30])[C:22](=[O:29])[C:23]4[CH:24]=[CH:25][CH:26]=[CH:27][CH:28]=4)[S:18][CH:19]=3)=[CH:13][CH:14]=2)[S:3]1, predict the reactants needed to synthesize it. The reactants are: [O:1]=[C:2]1[NH:6][C:5](=[O:7])[C:4](=[CH:8][C:9]2[CH:14]=[CH:13][C:12]([C:15]3[CH:16]=[C:17]([CH2:20][N:21]([CH3:30])[C:22](=[O:29])[C:23]4[CH:28]=[CH:27][CH:26]=[CH:25][CH:24]=4)[S:18][CH:19]=3)=[CH:11][CH:10]=2)[S:3]1. (4) Given the product [CH2:24]([O:26][C:27]([CH2:29][CH2:30][NH:31][CH2:32][C:33]1[CH:34]=[C:35]([NH:36]/[C:4](=[C:11]2\[C:12](=[O:23])[NH:13][C:14]3[C:19]\2=[CH:18][C:17]([N+:20]([O-:22])=[O:21])=[CH:16][CH:15]=3)/[C:5]2[CH:10]=[CH:9][CH:8]=[CH:7][CH:6]=2)[CH:37]=[CH:38][CH:39]=1)=[O:28])[CH3:25], predict the reactants needed to synthesize it. The reactants are: C(O[C:4](=[C:11]1[C:19]2[C:14](=[CH:15][CH:16]=[C:17]([N+:20]([O-:22])=[O:21])[CH:18]=2)[NH:13][C:12]1=[O:23])[C:5]1[CH:10]=[CH:9][CH:8]=[CH:7][CH:6]=1)C.[CH2:24]([O:26][C:27]([CH2:29][CH2:30][NH:31][CH2:32][C:33]1[CH:34]=[C:35]([CH:37]=[CH:38][CH:39]=1)[NH2:36])=[O:28])[CH3:25]. (5) The reactants are: [N:1]1[CH:6]=[CH:5][CH:4]=[CH:3][C:2]=1[CH2:7][NH:8][C:9](=[O:15])[O:10][C:11]([CH3:14])([CH3:13])[CH3:12].ClC1C=CC=C(C(OO)=[O:24])C=1. Given the product [N:1]1[CH:6]=[CH:5][CH:4]=[CH:3][C:2]=1[CH2:7][NH+:8]([O-:24])[C:9](=[O:15])[O:10][C:11]([CH3:12])([CH3:14])[CH3:13], predict the reactants needed to synthesize it. (6) The reactants are: [Br:1][C:2]1[CH:28]=[CH:27][C:5]2[N:6]=[C:7]([NH:9][C:10]3[CH:15]=[C:14]([CH2:16][O:17]C)[N:13]=[C:12]([NH:19][C@H:20]4[CH2:25][CH2:24][C@H:23]([OH:26])[CH2:22][CH2:21]4)[N:11]=3)[S:8][C:4]=2[CH:3]=1.B(Br)(Br)Br.O. Given the product [Br:1][C:2]1[CH:28]=[CH:27][C:5]2[N:6]=[C:7]([NH:9][C:10]3[CH:15]=[C:14]([CH2:16][OH:17])[N:13]=[C:12]([NH:19][C@H:20]4[CH2:21][CH2:22][C@H:23]([OH:26])[CH2:24][CH2:25]4)[N:11]=3)[S:8][C:4]=2[CH:3]=1, predict the reactants needed to synthesize it. (7) Given the product [CH3:4][C:2]([C:5](=[N:10][N:11]([CH3:37])[C:12](=[O:34])[C:13]1[CH:18]=[C:17]([N:19]2[C:24](=[O:25])[CH:23]=[C:22]([C:26]([F:29])([F:28])[F:27])[N:21]([CH3:30])[C:20]2=[O:31])[C:16]([F:32])=[CH:15][C:14]=1[Cl:33])[C:6]([CH3:7])([CH3:8])[CH3:9])([CH3:1])[CH3:3], predict the reactants needed to synthesize it. The reactants are: [CH3:1][C:2]([C:5](=[N:10][NH:11][C:12](=[O:34])[C:13]1[CH:18]=[C:17]([N:19]2[C:24](=[O:25])[CH:23]=[C:22]([C:26]([F:29])([F:28])[F:27])[N:21]([CH3:30])[C:20]2=[O:31])[C:16]([F:32])=[CH:15][C:14]=1[Cl:33])[C:6]([CH3:9])([CH3:8])[CH3:7])([CH3:4])[CH3:3].CI.[C:37](=O)([O-])[O-].[K+].[K+]. (8) Given the product [Cl:1][C:2]1[CH:3]=[C:4]([CH2:9][CH2:10][CH2:11][C:12]2[O:21][N:23]=[C:14]([C:15]([O:17][CH2:18][CH3:19])=[O:16])[CH:13]=2)[CH:5]=[CH:6][C:7]=1[Cl:8], predict the reactants needed to synthesize it. The reactants are: [Cl:1][C:2]1[CH:3]=[C:4]([CH2:9][CH2:10][CH2:11][C:12](=[O:21])[CH2:13][C:14](=O)[C:15]([O:17][CH2:18][CH3:19])=[O:16])[CH:5]=[CH:6][C:7]=1[Cl:8].Cl.[NH2:23]O. (9) Given the product [CH3:28][O:29][C:30](=[O:31])[NH:32][CH:33]([C:6]([N:8]1[CH2:12][CH2:11][CH2:10][CH:9]1[C:13]1[NH:14][C:15]([C:18]2[S:22][CH:21]3[CH:23]=[C:24]([Br:26])[S:25][CH:20]3[CH:19]=2)=[CH:16][N:17]=1)=[O:7])[CH:37]([CH3:39])[CH3:38], predict the reactants needed to synthesize it. The reactants are: C(O[C:6]([N:8]1[CH2:12][CH2:11][CH2:10][CH:9]1[C:13]1[NH:14][C:15]([C:18]2[S:22][CH:21]3[CH:23]=[C:24]([Br:26])[S:25][CH:20]3[CH:19]=2)=[CH:16][N:17]=1)=[O:7])(C)(C)C.Cl.[CH3:28][O:29][C:30]([NH:32][CH:33]([CH:37]([CH3:39])[CH3:38])C(O)=O)=[O:31].CN(C(ON1N=NC2C=CC=NC1=2)=[N+](C)C)C.F[P-](F)(F)(F)(F)F.CCN(C(C)C)C(C)C.